Dataset: Full USPTO retrosynthesis dataset with 1.9M reactions from patents (1976-2016). Task: Predict the reactants needed to synthesize the given product. Given the product [CH2:1]([CH:5]1[CH2:10][CH2:9][N:8]([CH2:12][CH2:13][CH2:14][N:8]2[CH2:9][CH2:10][CH:5]([CH2:1][CH2:2][CH2:22][CH3:23])[CH2:6][CH2:7]2)[CH2:7][CH2:6]1)[CH2:2][CH2:3][CH3:4], predict the reactants needed to synthesize it. The reactants are: [CH2:1]([CH:5]1[CH2:10][CH2:9][NH:8][CH2:7][CH2:6]1)[CH2:2][CH2:3][CH3:4].Cl[CH2:12][CH2:13][CH2:14]I.C([O-])([O-])=O.[K+].[K+].[CH2:22](O)[CH3:23].